From a dataset of Full USPTO retrosynthesis dataset with 1.9M reactions from patents (1976-2016). Predict the reactants needed to synthesize the given product. (1) Given the product [CH3:1][C:2]1[N:6]2[N:7]=[C:8]([CH2:11][CH2:12][C:13]3[N:17]([CH3:18])[N:16]=[C:15]([N:19]4[CH2:20][CH2:21][CH2:22][CH2:23]4)[N:14]=3)[CH:9]=[CH:10][C:5]2=[N:4][C:3]=1[C:24]([F:27])([F:25])[F:26], predict the reactants needed to synthesize it. The reactants are: [CH3:1][C:2]1[N:6]2[N:7]=[C:8](/[CH:11]=[CH:12]/[C:13]3[N:17]([CH3:18])[N:16]=[C:15]([N:19]4[CH2:23][CH2:22][CH2:21][CH2:20]4)[N:14]=3)[CH:9]=[CH:10][C:5]2=[N:4][C:3]=1[C:24]([F:27])([F:26])[F:25]. (2) Given the product [CH2:1]([N:8]1[C:12]2[N:13]=[N:14][N:15]=[C:16]([C:28]3[CH:27]=[N:26][N:25]([CH:23]([O:22][CH2:20][CH3:21])[CH3:24])[CH:29]=3)[C:11]=2[C:10]([C:18]#[N:19])=[CH:9]1)[C:2]1[CH:7]=[CH:6][CH:5]=[CH:4][CH:3]=1, predict the reactants needed to synthesize it. The reactants are: [CH2:1]([N:8]1[C:12]2[N:13]=[N:14][N:15]=[C:16](O)[C:11]=2[C:10]([C:18]#[N:19])=[CH:9]1)[C:2]1[CH:7]=[CH:6][CH:5]=[CH:4][CH:3]=1.[CH2:20]([O:22][CH:23]([N:25]1[CH:29]=[C:28](B2OC(C)(C)C(C)(C)O2)[CH:27]=[N:26]1)[CH3:24])[CH3:21].C(=O)([O-])[O-].[K+].[K+].O. (3) Given the product [F:39][C:36]1[CH:37]=[C:38]2[C:33]([C:32]([C:40]3[CH:41]=[CH:42][C:43]4[N:47]=[C:46]([CH2:48][CH2:49][NH:50][S:51]([CH3:54])(=[O:53])=[O:52])[NH:45][C:44]=4[CH:55]=3)=[CH:31][NH:30]2)=[CH:34][CH:35]=1, predict the reactants needed to synthesize it. The reactants are: FC1C=C2C(C(I)=CN2S(C2C=CC=CC=2)(=O)=O)=CC=1.C1(S([N:30]2[C:38]3[C:33](=[CH:34][CH:35]=[C:36]([F:39])[CH:37]=3)[C:32]([C:40]3[CH:41]=[CH:42][C:43]4[N:47]=[C:46]([CH2:48][CH2:49][NH:50][S:51]([CH3:54])(=[O:53])=[O:52])[NH:45][C:44]=4[CH:55]=3)=[CH:31]2)(=O)=O)C=CC=CC=1. (4) Given the product [CH2:32]([O:34][CH2:35][CH2:36][NH:37][C:14]([C:12]1[CH:11]=[CH:10][C:9]2[N:5]([CH2:4][CH2:3][O:2][CH3:1])[C:6]([NH:17][C:18]3[S:19][C:20]4[CH:26]=[C:25]([O:27][C:28]([F:29])([F:31])[F:30])[CH:24]=[CH:23][C:21]=4[N:22]=3)=[N:7][C:8]=2[CH:13]=1)=[O:15])[CH3:33], predict the reactants needed to synthesize it. The reactants are: [CH3:1][O:2][CH2:3][CH2:4][N:5]1[C:9]2[CH:10]=[CH:11][C:12]([C:14](O)=[O:15])=[CH:13][C:8]=2[N:7]=[C:6]1[NH:17][C:18]1[S:19][C:20]2[CH:26]=[C:25]([O:27][C:28]([F:31])([F:30])[F:29])[CH:24]=[CH:23][C:21]=2[N:22]=1.[CH2:32]([O:34][CH2:35][CH2:36][NH2:37])[CH3:33].CN(C(ON1N=NC2C=CC=CC1=2)=[N+](C)C)C.F[P-](F)(F)(F)(F)F.CCN(C(C)C)C(C)C.